Task: Predict the reactants needed to synthesize the given product.. Dataset: Full USPTO retrosynthesis dataset with 1.9M reactions from patents (1976-2016) Given the product [C:25]([Si:22]([CH3:24])([CH3:23])[O:21][CH2:20][CH2:19][O:1][C:2]1[C:3]([CH3:11])=[CH:4][C:5]([CH:6]=[O:7])=[CH:8][C:9]=1[CH3:10])([CH3:28])([CH3:27])[CH3:26], predict the reactants needed to synthesize it. The reactants are: [OH:1][C:2]1[C:9]([CH3:10])=[CH:8][C:5]([CH:6]=[O:7])=[CH:4][C:3]=1[CH3:11].C(=O)([O-])[O-].[Cs+].[Cs+].Br[CH2:19][CH2:20][O:21][Si:22]([C:25]([CH3:28])([CH3:27])[CH3:26])([CH3:24])[CH3:23].O.